From a dataset of Reaction yield outcomes from USPTO patents with 853,638 reactions. Predict the reaction yield, written as a fraction of the theoretical maximum amount of product (1.0 means a 100% yield; for example, 0.34 means a 34% yield). (1) The product is [C:1]1(=[C:8]([C:24]2[CH:29]=[CH:28][C:27]([OH:30])=[CH:26][CH:25]=2)[C:9]2[CH:14]=[CH:13][C:12]([O:15][C:16]([CH3:23])([CH3:22])[C:17]([OH:19])=[O:18])=[CH:11][CH:10]=2)[CH2:7][CH2:6][CH2:5][CH2:4][CH2:3][CH2:2]1. The reactants are [C:1]1(=[C:8]([C:24]2[CH:29]=[CH:28][C:27]([OH:30])=[CH:26][CH:25]=2)[C:9]2[CH:14]=[CH:13][C:12]([O:15][C:16]([CH3:23])([CH3:22])[C:17]([O:19]CC)=[O:18])=[CH:11][CH:10]=2)[CH2:7][CH2:6][CH2:5][CH2:4][CH2:3][CH2:2]1.CCO.[OH-].[Na+].Cl. The yield is 0.750. The catalyst is C1COCC1. (2) The reactants are [H-].[Na+].[NH:3]1[CH:7]=[CH:6][N:5]=[CH:4]1.Br[CH:9]([CH3:15])[C:10]([O:12][CH2:13][CH3:14])=[O:11]. The catalyst is C1COCC1. The product is [N:3]1([CH:9]([CH3:15])[C:10]([O:12][CH2:13][CH3:14])=[O:11])[CH:7]=[CH:6][N:5]=[CH:4]1. The yield is 0.573. (3) The reactants are [CH3:1][C:2]1[N:10]([CH:11]([C:13]2[CH:18]=[CH:17][CH:16]=[CH:15][CH:14]=2)[CH3:12])[C:5]2=[CH:6][N:7]=[CH:8][CH:9]=[C:4]2[C:3]=1[C:19]([O:21]C)=[O:20].[OH-].[K+].Cl. The catalyst is O. The product is [CH3:1][C:2]1[N:10]([CH:11]([C:13]2[CH:14]=[CH:15][CH:16]=[CH:17][CH:18]=2)[CH3:12])[C:5]2=[CH:6][N:7]=[CH:8][CH:9]=[C:4]2[C:3]=1[C:19]([OH:21])=[O:20]. The yield is 1.00. (4) The reactants are [F:1][C:2]1[CH:8]=[C:7]([I:9])[C:6]([F:10])=[CH:5][C:3]=1[NH2:4].[CH3:11][S:12](Cl)(=[O:14])=[O:13].N1C=CC=CC=1.Cl. The catalyst is C(Cl)Cl.CCOC(C)=O. The product is [F:1][C:2]1[CH:8]=[C:7]([I:9])[C:6]([F:10])=[CH:5][C:3]=1[NH:4][S:12]([CH3:11])(=[O:14])=[O:13]. The yield is 0.870. (5) The yield is 0.380. The product is [CH2:14]([C:4]([OH:6])([CH:3]([OH:2])[CH2:9][CH3:10])[CH2:20][CH3:21])[CH3:15]. The reactants are [CH3:3][O:2][C:3](=[O:6])[C:4]([O:6][CH3:4])=[O:2].[CH2:9]([Mg]Br)[CH3:10].O1CC[CH2:15][CH2:14]1.Cl.O1CC[CH2:21][CH2:20]1. No catalyst specified. (6) The reactants are [OH:1][C:2]1[C:3]([C:8]([O:10][CH3:11])=[O:9])=[N:4][CH:5]=[CH:6][CH:7]=1.[Br:12]Br. The catalyst is O. The product is [Br:12][C:5]1[N:4]=[C:3]([C:8]([O:10][CH3:11])=[O:9])[C:2]([OH:1])=[CH:7][CH:6]=1. The yield is 0.820.